Dataset: Forward reaction prediction with 1.9M reactions from USPTO patents (1976-2016). Task: Predict the product of the given reaction. (1) Given the reactants Cl.Cl.[NH:3]1[C:11]2[C:6](=[CH:7][C:8]([C:12]3[C:20]4[C:15](=[N:16][CH:17]=[N:18][C:19]=4[NH2:21])[N:14]([CH3:22])[N:13]=3)=[CH:9][CH:10]=2)[CH2:5][CH2:4]1.[F:23][C:24]1[CH:29]=[CH:28][C:27]([CH3:30])=[CH:26][C:25]=1[CH2:31][C:32](O)=[O:33].CN(C(ON1N=NC2C=CC=NC1=2)=[N+](C)C)C.F[P-](F)(F)(F)(F)F.CCN(C(C)C)C(C)C, predict the reaction product. The product is: [F:23][C:24]1[CH:29]=[CH:28][C:27]([CH3:30])=[CH:26][C:25]=1[CH2:31][C:32]([N:3]1[C:11]2[C:6](=[CH:7][C:8]([C:12]3[C:20]4[C:15](=[N:16][CH:17]=[N:18][C:19]=4[NH2:21])[N:14]([CH3:22])[N:13]=3)=[CH:9][CH:10]=2)[CH2:5][CH2:4]1)=[O:33]. (2) Given the reactants [C:1]([O:5][C:6](=[O:31])[CH2:7][O:8][C:9]1[C:17]([CH2:18]Cl)=[C:16]2[C:12]([CH:13]=[N:14][N:15]2[CH2:20][C@H:21]([O:23][Si:24]([C:27]([CH3:30])([CH3:29])[CH3:28])([CH3:26])[CH3:25])[CH3:22])=[CH:11][CH:10]=1)([CH3:4])([CH3:3])[CH3:2].[H-].[Na+].C(=O)(O)[O-].[Na+], predict the reaction product. The product is: [C:1]([O:5][C:6]([CH:7]1[O:8][C:9]2=[CH:10][CH:11]=[C:12]3[C:16]([N:15]([CH2:20][C@H:21]([O:23][Si:24]([C:27]([CH3:30])([CH3:29])[CH3:28])([CH3:26])[CH3:25])[CH3:22])[N:14]=[CH:13]3)=[C:17]2[CH2:18]1)=[O:31])([CH3:4])([CH3:3])[CH3:2]. (3) Given the reactants Cl.[NH2:2][CH2:3][CH2:4][CH2:5][N:6]1[C:25]([C:26]([O:28]CC)=O)=[C:9]2[CH2:10][CH2:11][C:12]3[CH:13]=[N:14][C:15]([NH:18][C:19]4[CH:24]=[CH:23][CH:22]=[CH:21][CH:20]=4)=[N:16][C:17]=3[C:8]2=[N:7]1.C(=O)([O-])[O-].[Cs+].[Cs+], predict the reaction product. The product is: [NH:18]([C:15]1[N:14]=[CH:13][C:12]2[CH2:11][CH2:10][C:9]3=[C:25]4[C:26](=[O:28])[NH:2][CH2:3][CH2:4][CH2:5][N:6]4[N:7]=[C:8]3[C:17]=2[N:16]=1)[C:19]1[CH:24]=[CH:23][CH:22]=[CH:21][CH:20]=1. (4) Given the reactants [C:1]([C:3]1[CH:8]=[CH:7][C:6]([F:9])=[CH:5][CH:4]=1)#[CH:2].[N-:10]=[N+:11]=[N-:12].[Na+].IC.[Na].O=[C:18]1O[C@H]([C@H](CO)O)C(O)=C1O, predict the reaction product. The product is: [F:9][C:6]1[CH:7]=[CH:8][C:3]([C:1]2[N:10]=[N:11][N:12]([CH3:18])[CH:2]=2)=[CH:4][CH:5]=1. (5) Given the reactants [C:1]([O:4][C@@H:5]1[C@@H:10]([O:11][C:12](=[O:14])[CH3:13])[C@H:9]([C:15]2[CH:20]=[CH:19][C:18](Br)=[C:17]([CH2:22][C:23]3[CH:32]=[CH:31][C:26]4[O:27][CH2:28][CH2:29][O:30][C:25]=4[CH:24]=3)[CH:16]=2)[O:8][CH:7]([O:33][CH3:34])[C@H:6]1[O:35][C:36](=[O:38])[CH3:37])(=[O:3])[CH3:2].[CH:39]1(P(C2CCCCC2)C2CCCCC2)CCCC[CH2:40]1.[O-]P([O-])([O-])=O.[K+].[K+].[K+].C(B(O)O)C, predict the reaction product. The product is: [C:1]([O:4][C@@H:5]1[C@@H:10]([O:11][C:12](=[O:14])[CH3:13])[C@H:9]([C:15]2[CH:20]=[CH:19][C:18]([CH2:39][CH3:40])=[C:17]([CH2:22][C:23]3[CH:32]=[CH:31][C:26]4[O:27][CH2:28][CH2:29][O:30][C:25]=4[CH:24]=3)[CH:16]=2)[O:8][CH:7]([O:33][CH3:34])[C@H:6]1[O:35][C:36](=[O:38])[CH3:37])(=[O:3])[CH3:2]. (6) Given the reactants [NH2:1][C:2]1[N:7]=[C:6]([NH:8][C:9]([C:11]2[C:12]([CH3:16])=[N:13][O:14][CH:15]=2)=[O:10])[CH:5]=[N:4][C:3]=1Cl.[F:18][C:19]([F:32])([F:31])[O:20][C:21]1[CH:26]=[CH:25][C:24]([F:27])=[CH:23][C:22]=1B(O)O.C(=O)([O-])[O-].[Cs+].[Cs+], predict the reaction product. The product is: [NH2:1][C:2]1[N:7]=[C:6]([NH:8][C:9]([C:11]2[C:12]([CH3:16])=[N:13][O:14][CH:15]=2)=[O:10])[CH:5]=[N:4][C:3]=1[C:22]1[CH:23]=[C:24]([F:27])[CH:25]=[CH:26][C:21]=1[O:20][C:19]([F:18])([F:31])[F:32].